This data is from Full USPTO retrosynthesis dataset with 1.9M reactions from patents (1976-2016). The task is: Predict the reactants needed to synthesize the given product. (1) Given the product [CH2:20]([O:24][C:26]1([CH:31]=[CH:30][CH:29]=[CH:28][CH2:27]1)[CH:32]=[N:12][C:2](=[O:9])[CH2:3][CH2:8][CH3:7])[CH3:21], predict the reactants needed to synthesize it. The reactants are: Cl.[C:2](=[NH:12])([O:9]CC)[C:3]1[CH:8]=[CH:7]C=CC=1.C(N(CC)CC)C.[C:20](Cl)(=[O:24])[CH2:21]CC.[C:26]1([CH3:32])[CH:31]=[CH:30][CH:29]=[CH:28][CH:27]=1. (2) The reactants are: [Cl:1][C:2]1[CH:3]=[CH:4][C:5]([C:28]([F:31])([F:30])[F:29])=[C:6]([CH:27]=1)[CH2:7][N:8]1[CH2:13][CH2:12][NH:11][C:10]2[N:14]=[CH:15][C:16]([C:18]3[CH:26]=[CH:25][C:21]([C:22](O)=[O:23])=[CH:20][CH:19]=3)=[CH:17][C:9]1=2.[Cl:32][C:33]1[CH:38]=[CH:37][C:36]([C:39]2([OH:45])[CH2:44][CH2:43][NH:42][CH2:41][CH2:40]2)=[CH:35][CH:34]=1. Given the product [Cl:32][C:33]1[CH:38]=[CH:37][C:36]([C:39]2([OH:45])[CH2:40][CH2:41][N:42]([C:22]([C:21]3[CH:25]=[CH:26][C:18]([C:16]4[CH:15]=[N:14][C:10]5[NH:11][CH2:12][CH2:13][N:8]([CH2:7][C:6]6[CH:27]=[C:2]([Cl:1])[CH:3]=[CH:4][C:5]=6[C:28]([F:30])([F:29])[F:31])[C:9]=5[CH:17]=4)=[CH:19][CH:20]=3)=[O:23])[CH2:43][CH2:44]2)=[CH:35][CH:34]=1, predict the reactants needed to synthesize it. (3) Given the product [F:1][C:2]1[C:7]([CH:8]2[CH2:12][CH2:11][N:10]([C:13](=[O:15])[CH3:21])[CH2:9]2)=[CH:6][CH:5]=[CH:4][N:3]=1, predict the reactants needed to synthesize it. The reactants are: [F:1][C:2]1[C:7]([CH:8]2[CH2:12][CH2:11][N:10]([C:13]([O:15]C(C)(C)C)=O)[CH2:9]2)=[CH:6][CH:5]=[CH:4][N:3]=1.F[C:21](F)(F)C(O)=O.C(OC(=O)C)(=O)C.C(=O)(O)[O-].[Na+]. (4) The reactants are: [Cl:1][C:2]1[C:10]([F:11])=[CH:9][C:5]([C:6]([OH:8])=[O:7])=[C:4]([F:12])[CH:3]=1.OS(O)(=O)=O.[CH3:18][CH2:19]O. Given the product [CH2:18]([O:7][C:6](=[O:8])[C:5]1[CH:9]=[C:10]([F:11])[C:2]([Cl:1])=[CH:3][C:4]=1[F:12])[CH3:19], predict the reactants needed to synthesize it. (5) Given the product [CH3:20][C:2]1([CH3:1])[C:10]2[C:5](=[CH:6][CH:7]=[C:8]([C:25]3[CH:24]=[C:23]([CH:28]=[C:27]([F:29])[CH:26]=3)[C:21]#[N:22])[CH:9]=2)[C:4](=[O:19])[CH2:3]1, predict the reactants needed to synthesize it. The reactants are: [CH3:1][C:2]1([CH3:20])[C:10]2[C:5](=[CH:6][CH:7]=[C:8](OS(C(F)(F)F)(=O)=O)[CH:9]=2)[C:4](=[O:19])[CH2:3]1.[C:21]([C:23]1[CH:24]=[C:25](B(O)O)[CH:26]=[C:27]([F:29])[CH:28]=1)#[N:22]. (6) Given the product [CH2:16]([C:17]1[S:6][N:5]=[C:4]([C:7]([O:9][CH2:20][CH3:21])=[O:8])[CH:18]=1)[C:10]1[CH:15]=[CH:14][CH:13]=[CH:12][CH:11]=1, predict the reactants needed to synthesize it. The reactants are: O=C1[S:6][N:5]=[C:4]([C:7]([O-:9])=[O:8])O1.[C:10]1([CH2:16][C:17]#[CH:18])[CH:15]=[CH:14][CH:13]=[CH:12][CH:11]=1.Cl[C:20]1C=CC=C[C:21]=1Cl. (7) Given the product [NH:30]1[CH:31]=[N:32][C:28]([C:25]2[CH:24]=[CH:23][C:22]([C:21]3[CH:20]=[N:19][N:16]4[CH:17]=[CH:18][C:13]([N:8]5[C@@H:7]([C:1]6[CH:6]=[CH:5][CH:4]=[CH:3][CH:2]=6)[CH2:11][O:10][C:9]5=[O:12])=[N:14][C:15]=34)=[CH:27][CH:26]=2)=[N:29]1, predict the reactants needed to synthesize it. The reactants are: [C:1]1([C@H:7]2[CH2:11][O:10][C:9](=[O:12])[N:8]2[C:13]2[CH:18]=[CH:17][N:16]3[N:19]=[CH:20][C:21]([C:22]4[CH:27]=[CH:26][C:25]([C:28]5[N:32]=[CH:31][N:30](COCC[Si](C)(C)C)[N:29]=5)=[CH:24][CH:23]=4)=[C:15]3[N:14]=2)[CH:6]=[CH:5][CH:4]=[CH:3][CH:2]=1.